Dataset: Forward reaction prediction with 1.9M reactions from USPTO patents (1976-2016). Task: Predict the product of the given reaction. (1) Given the reactants [NH2:1][C@H:2]([C:8]([OH:10])=[O:9])[CH2:3][CH2:4][CH2:5][CH2:6][NH2:7].[O:11]=[C:12]1[CH:16]=[CH:15][C:14](=[O:17])[N:13]1[CH2:18][CH2:19][C:20]([NH:22][CH2:23][CH2:24][O:25][CH2:26][CH2:27][O:28][CH2:29][CH2:30][O:31][CH2:32][CH2:33][O:34][CH2:35][CH2:36][O:37][CH2:38][CH2:39][O:40][CH2:41][CH2:42][O:43][CH2:44][CH2:45][O:46][CH2:47][CH2:48][O:49][CH2:50][CH2:51][O:52][CH2:53][CH2:54][O:55][CH2:56][CH2:57][O:58][CH2:59][CH2:60][C:61]([O:63]N1C(=O)CCC1=O)=O)=[O:21], predict the reaction product. The product is: [O:11]=[C:12]1[CH:16]=[CH:15][C:14](=[O:17])[N:13]1[CH2:18][CH2:19][C:20]([NH:22][CH2:23][CH2:24][O:25][CH2:26][CH2:27][O:28][CH2:29][CH2:30][O:31][CH2:32][CH2:33][O:34][CH2:35][CH2:36][O:37][CH2:38][CH2:39][O:40][CH2:41][CH2:42][O:43][CH2:44][CH2:45][O:46][CH2:47][CH2:48][O:49][CH2:50][CH2:51][O:52][CH2:53][CH2:54][O:55][CH2:56][CH2:57][O:58][CH2:59][CH2:60][C:61]([NH:1][C@@H:2]([CH2:3][CH2:4][CH2:5][CH2:6][NH:7][C:61](=[O:63])[CH2:60][CH2:59][O:58][CH2:57][CH2:56][O:55][CH2:54][CH2:53][O:52][CH2:51][CH2:50][O:49][CH2:48][CH2:47][O:46][CH2:45][CH2:44][O:43][CH2:42][CH2:41][O:40][CH2:39][CH2:38][O:37][CH2:36][CH2:35][O:34][CH2:33][CH2:32][O:31][CH2:30][CH2:29][O:28][CH2:27][CH2:26][O:25][CH2:24][CH2:23][NH:22][C:20](=[O:21])[CH2:19][CH2:18][N:13]1[C:14](=[O:17])[CH:15]=[CH:16][C:12]1=[O:11])[C:8]([OH:10])=[O:9])=[O:63])=[O:21]. (2) The product is: [C:1]([O:5][C:6]([N:8]1[CH2:13][CH2:12][N:11]([C:14]2[N:19]=[CH:18][C:17]([C:20]3[N:25]4[CH:26]=[C:27]([C:29]([O:31][CH2:32][CH3:33])=[O:30])[N:28]=[C:24]4[C:23]([CH:34]4[CH2:39][CH2:38][O:37][CH2:36][CH2:35]4)=[N:22][CH:21]=3)=[CH:16][CH:15]=2)[CH2:10][CH2:9]1)=[O:7])([CH3:2])([CH3:3])[CH3:4]. Given the reactants [C:1]([O:5][C:6]([N:8]1[CH2:13][CH2:12][N:11]([C:14]2[N:19]=[CH:18][C:17]([C:20]3[N:25]4[CH:26]=[C:27]([C:29]([O:31][CH2:32][CH3:33])=[O:30])[N:28]=[C:24]4[C:23]([C:34]4[CH2:35][CH2:36][O:37][CH2:38][CH:39]=4)=[N:22][CH:21]=3)=[CH:16][CH:15]=2)[CH2:10][CH2:9]1)=[O:7])([CH3:4])([CH3:3])[CH3:2], predict the reaction product. (3) Given the reactants [NH2:1][CH:2]1[C:8](=[O:9])[N:7]([CH3:10])[C:6]2[CH:11]=[CH:12][CH:13]=[CH:14][C:5]=2[C:4]([N:15]2[CH:20]([CH3:21])[CH2:19][CH:18]([CH3:22])[CH2:17][CH:16]2[CH3:23])=[N:3]1.[Cl:24][C:25]1[CH:26]=[C:27]([CH2:32][CH:33]([CH3:37])[C:34](O)=[O:35])[CH:28]=[CH:29][C:30]=1[Cl:31], predict the reaction product. The product is: [Cl:24][C:25]1[CH:26]=[C:27]([CH2:32][C@H:33]([CH3:37])[C:34]([NH:1][CH:2]2[C:8](=[O:9])[N:7]([CH3:10])[C:6]3[CH:11]=[CH:12][CH:13]=[CH:14][C:5]=3[C:4]([N:15]3[CH:20]([CH3:21])[CH2:19][CH:18]([CH3:22])[CH2:17][CH:16]3[CH3:23])=[N:3]2)=[O:35])[CH:28]=[CH:29][C:30]=1[Cl:31].